This data is from Full USPTO retrosynthesis dataset with 1.9M reactions from patents (1976-2016). The task is: Predict the reactants needed to synthesize the given product. (1) Given the product [F:13][C:14]1[CH:19]=[CH:18][C:17]([S:20]([N:2]([CH3:1])[CH2:3][CH2:4][C:5]#[C:6][C:7]2[CH:12]=[CH:11][CH:10]=[CH:9][N:8]=2)(=[O:22])=[O:21])=[CH:16][CH:15]=1, predict the reactants needed to synthesize it. The reactants are: [CH3:1][NH:2][CH2:3][CH2:4][C:5]#[C:6][C:7]1[CH:12]=[CH:11][CH:10]=[CH:9][N:8]=1.[F:13][C:14]1[CH:19]=[CH:18][C:17]([S:20](Cl)(=[O:22])=[O:21])=[CH:16][CH:15]=1. (2) Given the product [CH3:11][O:10][C:6]1[C:7](=[O:9])[CH:8]=[C:3]([CH2:2][NH:1][CH:14]=[C:15]2[C:24]3[C:19](=[CH:20][CH:21]=[C:22]([N:25]4[CH:29]=[CH:28][CH:27]=[CH:26]4)[CH:23]=3)[C:18](=[O:30])[NH:17][C:16]2=[O:31])[O:4][CH:5]=1, predict the reactants needed to synthesize it. The reactants are: [NH2:1][CH2:2][C:3]1[O:4][CH:5]=[C:6]([O:10][CH3:11])[C:7](=[O:9])[CH:8]=1.CO[CH:14]=[C:15]1[C:24]2[C:19](=[CH:20][CH:21]=[C:22]([N:25]3[CH:29]=[CH:28][CH:27]=[CH:26]3)[CH:23]=2)[C:18](=[O:30])[NH:17][C:16]1=[O:31].